From a dataset of Catalyst prediction with 721,799 reactions and 888 catalyst types from USPTO. Predict which catalyst facilitates the given reaction. (1) Reactant: [NH2:1][CH:2]1[CH2:7][CH2:6][N:5]([C:8]([O:10][C:11]([CH3:14])([CH3:13])[CH3:12])=[O:9])[CH2:4][CH2:3]1.C(N(CC)CC)C.[Br:22][CH:23]([CH2:27][CH2:28][Br:29])[C:24](Cl)=[O:25].C([O-])(O)=O.[Na+]. Product: [Br:22][CH:23]([CH2:27][CH2:28][Br:29])[C:24]([NH:1][CH:2]1[CH2:3][CH2:4][N:5]([C:8]([O:10][C:11]([CH3:14])([CH3:13])[CH3:12])=[O:9])[CH2:6][CH2:7]1)=[O:25]. The catalyst class is: 2. (2) Reactant: [OH:1][C:2]1[N:7]=[CH:6][C:5]([C:8]23[N:20]([C:21]([C:23]4[C:24]([CH3:28])=[N:25][O:26][CH:27]=4)=[O:22])[CH2:19][CH2:18][N:9]2[C:10](=[O:17])[C:11]2[N:12]([CH:14]=[CH:15][CH:16]=2)[CH2:13]3)=[CH:4][CH:3]=1.[C:29](=O)([O-])[O-].[Cs+].[Cs+].CI. Product: [CH3:28][C:24]1[C:23]([C:21]([N:20]2[C:8]3([C:5]4[CH:4]=[CH:3][C:2](=[O:1])[N:7]([CH3:29])[CH:6]=4)[CH2:13][N:12]4[CH:14]=[CH:15][CH:16]=[C:11]4[C:10](=[O:17])[N:9]3[CH2:18][CH2:19]2)=[O:22])=[CH:27][O:26][N:25]=1. The catalyst class is: 18. (3) Reactant: [H-].[Na+].[CH:3]1([N:9]2[C:13]3([CH2:18][CH2:17][N:16]([C:19]([O:21][CH2:22][C:23]4[CH:28]=[CH:27][CH:26]=[CH:25][CH:24]=4)=[O:20])[CH2:15][CH2:14]3)[C:12](=[O:29])[NH:11][CH2:10]2)[CH2:8][CH2:7][CH2:6][CH2:5][CH2:4]1.Br[CH2:31][C:32]1[CH:33]=[C:34]([CH:42]=[CH:43][CH:44]=1)[C:35]([O:37][C:38]([CH3:41])([CH3:40])[CH3:39])=[O:36]. Product: [C:38]([O:37][C:35]([C:34]1[CH:33]=[C:32]([CH:44]=[CH:43][CH:42]=1)[CH2:31][N:11]1[C:12](=[O:29])[C:13]2([CH2:18][CH2:17][N:16]([C:19]([O:21][CH2:22][C:23]3[CH:24]=[CH:25][CH:26]=[CH:27][CH:28]=3)=[O:20])[CH2:15][CH2:14]2)[N:9]([CH:3]2[CH2:4][CH2:5][CH2:6][CH2:7][CH2:8]2)[CH2:10]1)=[O:36])([CH3:41])([CH3:39])[CH3:40]. The catalyst class is: 35. (4) Reactant: C[O-].[Na+].C(O)(=O)C.[CH:8]([NH2:10])=[NH:9].Cl.C([O:14][C:15]([CH:17]1[CH2:22][CH2:21][N:20]([CH2:23][C:24]2[CH:29]=[CH:28][CH:27]=[CH:26][CH:25]=2)[CH2:19][C:18]1=O)=O)C.C(O)(=O)C. Product: [CH2:23]([N:20]1[CH2:21][CH2:22][C:17]2[C:15](=[O:14])[NH:10][CH:8]=[N:9][C:18]=2[CH2:19]1)[C:24]1[CH:29]=[CH:28][CH:27]=[CH:26][CH:25]=1. The catalyst class is: 24. (5) Reactant: [CH3:1][C:2]1[CH:17]=[CH:16][C:5]2[N:6]([CH2:9][C:10]3[CH:15]=[CH:14][N:13]=[CH:12][CH:11]=3)[CH:7]=[N:8][C:4]=2[C:3]=1[NH2:18].[N:19]([C:22]1[CH:27]=[CH:26][C:25]([CH3:28])=[C:24]([C:29]([F:32])([F:31])[F:30])[CH:23]=1)=[C:20]=[O:21]. Product: [CH3:1][C:2]1[CH:17]=[CH:16][C:5]2[N:6]([CH2:9][C:10]3[CH:11]=[CH:12][N:13]=[CH:14][CH:15]=3)[CH:7]=[N:8][C:4]=2[C:3]=1[NH:18][C:20]([NH:19][C:22]1[CH:27]=[CH:26][C:25]([CH3:28])=[C:24]([C:29]([F:30])([F:32])[F:31])[CH:23]=1)=[O:21]. The catalyst class is: 4. (6) Reactant: [Cl:1][C:2]1[CH:7]=[CH:6][CH:5]=[CH:4][C:3]=1[C:8]([CH:10]1[CH2:15][CH2:14][N:13](C(OC(C)(C)C)=O)[CH2:12][CH2:11]1)=[O:9].Cl.O1CCOCC1. Product: [ClH:1].[Cl:1][C:2]1[CH:7]=[CH:6][CH:5]=[CH:4][C:3]=1[C:8]([CH:10]1[CH2:11][CH2:12][NH:13][CH2:14][CH2:15]1)=[O:9]. The catalyst class is: 27. (7) Reactant: C1(=O)N([CH:6]([CH2:10][CH2:11][C:12]2[CH:17]=[CH:16][C:15]([N:18]3[C:22](=[O:23])[CH:21]=[CH:20][C:19]3=[O:24])=[CH:14][CH:13]=2)[C:7]([O-:9])=[O:8])C(=O)CC1.[CH3:27][OH:28]. Product: [CH2:21]1[C:22](=[O:23])[N:18]([O:9][C:7]([CH2:6][CH2:10][CH2:11][C:12]2[CH:13]=[CH:14][C:15]([N:18]3[C:19](=[O:24])[CH:20]=[CH:21][C:22]3=[O:23])=[CH:16][CH:17]=2)=[O:8])[C:27](=[O:28])[CH2:20]1. The catalyst class is: 66. (8) Reactant: [Br:1][C:2]1[CH:7]=[CH:6][C:5]([S:8]([N:11]([CH3:13])[CH3:12])(=[O:10])=[O:9])=[C:4](F)[CH:3]=1.[C-:15]#[N:16].[Na+]. Product: [Br:1][C:2]1[CH:7]=[CH:6][C:5]([S:8]([N:11]([CH3:13])[CH3:12])(=[O:10])=[O:9])=[C:4]([C:15]#[N:16])[CH:3]=1. The catalyst class is: 3. (9) Reactant: [NH2:1][C@@H:2]([CH3:17])[C:3]([C:11]1[CH:16]=[CH:15][CH:14]=[CH:13][CH:12]=1)([C:5]1[CH:10]=[CH:9][CH:8]=[CH:7][CH:6]=1)[OH:4].[OH:18][C:19]1[CH:31]=[CH:30][C:22]2[C:23]([CH2:26][C:27]([OH:29])=[O:28])=[CH:24][O:25][C:21]=2[CH:20]=1. Product: [NH2:1][C@@H:2]([CH3:17])[C:3]([C:11]1[CH:16]=[CH:15][CH:14]=[CH:13][CH:12]=1)([C:5]1[CH:10]=[CH:9][CH:8]=[CH:7][CH:6]=1)[OH:4].[OH:18][C:19]1[CH:31]=[CH:30][C:22]2[C@H:23]([CH2:26][C:27]([OH:29])=[O:28])[CH2:24][O:25][C:21]=2[CH:20]=1. The catalyst class is: 5.